This data is from Catalyst prediction with 721,799 reactions and 888 catalyst types from USPTO. The task is: Predict which catalyst facilitates the given reaction. (1) Reactant: [S:1](=[O:31])(=[O:30])([O:3][CH2:4][C@@H:5]1[CH2:9][C@@H:8]([N:10]2[C:14]3[N:15]=[CH:16][N:17]=[C:18]([NH:19][C@@H:20]4[C:28]5[C:23](=[CH:24][CH:25]=[CH:26][CH:27]=5)[CH2:22][CH2:21]4)[C:13]=3[CH:12]=[CH:11]2)[CH2:7][C@@H:6]1[OH:29])[NH2:2].[ClH:32]. Product: [ClH:32].[S:1](=[O:31])(=[O:30])([O:3][CH2:4][C@@H:5]1[CH2:9][C@@H:8]([N:10]2[C:14]3[N:15]=[CH:16][N:17]=[C:18]([NH:19][C@@H:20]4[C:28]5[C:23](=[CH:24][CH:25]=[CH:26][CH:27]=5)[CH2:22][CH2:21]4)[C:13]=3[CH:12]=[CH:11]2)[CH2:7][C@@H:6]1[OH:29])[NH2:2]. The catalyst class is: 8. (2) Reactant: Cl[C:2]1[CH:7]=[C:6]([C:8]2[CH:13]=[CH:12][CH:11]=[CH:10][CH:9]=2)[N:5]=[C:4]([NH:14][C:15](=[O:32])[CH2:16][CH2:17][C:18]([C:20]2[CH:25]=[CH:24][C:23]([O:26][CH2:27][CH3:28])=[C:22]([O:29][CH2:30][CH3:31])[CH:21]=2)=[O:19])[CH:3]=1.C1(C2C=CC=CC=2)C=CC=CC=1P(C1CCCCC1)C1CCCCC1.C(=O)([O-])[O-].[K+].[K+].[OH:64][CH2:65][C:66]1[CH:67]=[C:68](B(O)O)[CH:69]=[CH:70][CH:71]=1. Product: [CH2:30]([O:29][C:22]1[CH:21]=[C:20]([C:18](=[O:19])[CH2:17][CH2:16][C:15]([NH:14][C:4]2[CH:3]=[C:2]([C:70]3[CH:69]=[CH:68][CH:67]=[C:66]([CH2:65][OH:64])[CH:71]=3)[CH:7]=[C:6]([C:8]3[CH:13]=[CH:12][CH:11]=[CH:10][CH:9]=3)[N:5]=2)=[O:32])[CH:25]=[CH:24][C:23]=1[O:26][CH2:27][CH3:28])[CH3:31]. The catalyst class is: 110. (3) Reactant: [F:1][C:2]1[CH:3]=[C:4]([N:9]2[CH2:13][C@H:12]([CH2:14][O:15][C:16](=[O:18])[CH3:17])[O:11][C:10]2=[O:19])[CH:5]=[CH:6][C:7]=1I.C(=O)([O-])[O-].[K+].[K+].C(O)(=O)C.O. Product: [F:1][C:2]1[CH:3]=[C:4]([N:9]2[CH2:13][C@H:12]([CH2:14][O:15][C:16](=[O:18])[CH3:17])[O:11][C:10]2=[O:19])[CH:5]=[CH:6][CH:7]=1. The catalyst class is: 138. (4) The catalyst class is: 39. Product: [Br:1][C:2]1[C:3]([O:16][CH:18]2[CH2:20][CH2:19]2)=[C:4]2[C:9](=[CH:10][CH:11]=1)[N:8]([C:12](=[O:14])[CH3:13])[C@@H:7]([CH3:15])[CH2:6][CH2:5]2. Reactant: [Br:1][C:2]1[C:3]([OH:16])=[C:4]2[C:9](=[CH:10][CH:11]=1)[N:8]([C:12](=[O:14])[CH3:13])[C@@H:7]([CH3:15])[CH2:6][CH2:5]2.Br[CH:18]1[CH2:20][CH2:19]1.[I-].[Na+].C(=O)([O-])[O-].[Cs+].[Cs+]. (5) Reactant: [CH3:1][C:2]1([C:5]([O:7][C:8]2[CH:13]=[CH:12][C:11]([CH:14]([CH2:28][NH:29]C(OC(C)(C)C)=O)[C:15]([NH:17][C:18]3[CH:19]=[C:20]4[C:25](=[CH:26][CH:27]=3)[CH:24]=[N:23][CH:22]=[CH:21]4)=[O:16])=[CH:10][CH:9]=2)=[O:6])[CH2:4][CH2:3]1.[ClH:37]. Product: [ClH:37].[ClH:37].[CH3:1][C:2]1([C:5]([O:7][C:8]2[CH:9]=[CH:10][C:11]([CH:14]([CH2:28][NH2:29])[C:15]([NH:17][C:18]3[CH:19]=[C:20]4[C:25](=[CH:26][CH:27]=3)[CH:24]=[N:23][CH:22]=[CH:21]4)=[O:16])=[CH:12][CH:13]=2)=[O:6])[CH2:3][CH2:4]1. The catalyst class is: 2. (6) Reactant: C([Li])CCC.[CH3:6][O:7][CH2:8][CH:9]1[C:18]2[C:13](=[C:14]([CH3:19])[CH:15]=[CH:16][CH:17]=2)[CH2:12][CH2:11][NH:10]1.[CH3:20][C:21]1[CH:26]=[CH:25][C:24]([S:27](O[C@@H]2C[C@H](C)CC[C@H]2C(C)C)=[O:28])=[CH:23][CH:22]=1.P(O)([O-])([O-])=O.[Na+].[Na+]. Product: [CH3:6][O:7][CH2:8][C@H:9]1[C:18]2[C:13](=[C:14]([CH3:19])[CH:15]=[CH:16][CH:17]=2)[CH2:12][CH2:11][N:10]1[S@@:27]([C:24]1[CH:25]=[CH:26][C:21]([CH3:20])=[CH:22][CH:23]=1)=[O:28]. The catalyst class is: 323.